Dataset: Catalyst prediction with 721,799 reactions and 888 catalyst types from USPTO. Task: Predict which catalyst facilitates the given reaction. (1) Reactant: [C:1]([O:5][C:6]([N:8]([CH3:41])[C:9]1[N:17]=[CH:16][N:15]=[C:14]2[C:10]=1[N:11]=[CH:12][N:13]2[C:18]1[CH:23]=[CH:22][C:21]([NH:24][C:25](=[O:40])[NH:26][C:27]2[CH:28]=[C:29]([CH:33]=[C:34]([C:36]([F:39])([F:38])[F:37])[CH:35]=2)[C:30]([OH:32])=O)=[CH:20][CH:19]=1)=[O:7])([CH3:4])([CH3:3])[CH3:2].C(Cl)(=O)C(Cl)=O.CO.[NH2:50][CH:51]([CH2:54][OH:55])[CH2:52][OH:53]. Product: [C:1]([O:5][C:6](=[O:7])[N:8]([C:9]1[N:17]=[CH:16][N:15]=[C:14]2[C:10]=1[N:11]=[CH:12][N:13]2[C:18]1[CH:19]=[CH:20][C:21]([NH:24][C:25]([NH:26][C:27]2[CH:35]=[C:34]([C:36]([F:38])([F:39])[F:37])[CH:33]=[C:29]([C:30](=[O:32])[NH:50][CH:51]([CH2:54][OH:55])[CH2:52][OH:53])[CH:28]=2)=[O:40])=[CH:22][CH:23]=1)[CH3:41])([CH3:3])([CH3:2])[CH3:4]. The catalyst class is: 489. (2) Reactant: Cl.[OH:2][C:3]1[CH:8]=[CH:7][C:6]([C:9]2[CH:14]=[CH:13][C:12]([CH:15](C(OC)=O)[C:16](OC)=[O:17])=[C:11]([N+:24]([O-])=O)[CH:10]=2)=[CH:5][CH:4]=1.[Sn]. Product: [OH:2][C:3]1[CH:8]=[CH:7][C:6]([C:9]2[CH:10]=[C:11]3[C:12]([CH2:15][C:16](=[O:17])[NH:24]3)=[CH:13][CH:14]=2)=[CH:5][CH:4]=1. The catalyst class is: 14. (3) Reactant: Cl[C:2]1[C:10]2[C:5](=[CH:6][CH:7]=[CH:8][CH:9]=2)[NH:4][N:3]=1.[CH3:11][S-:12].[Na+].[OH2:14].C1C=C(Cl)C=C(C(OO)=[O:23])C=1. Product: [CH3:11][S:12]([C:2]1[C:10]2[C:5](=[CH:6][CH:7]=[CH:8][CH:9]=2)[NH:4][N:3]=1)(=[O:23])=[O:14]. The catalyst class is: 85. (4) Reactant: C([N:4]1[CH2:9][CH2:8][N:7]([CH2:10][C:11]2[CH:16]=[CH:15][C:14]([CH2:17][NH:18][C:19](=[O:21])[CH3:20])=[CH:13][CH:12]=2)[CH2:6][CH2:5]1)(=O)C.[OH-].[Na+].O. Product: [N:7]1([CH2:10][C:11]2[CH:12]=[CH:13][C:14]([CH2:17][NH:18][C:19](=[O:21])[CH3:20])=[CH:15][CH:16]=2)[CH2:8][CH2:9][NH:4][CH2:5][CH2:6]1. The catalyst class is: 8. (5) Reactant: [Br:1][C:2]1[CH:3]=[N:4][C:5]([O:8]N2C3=NC=CC=C3N=N2)=[N:6][CH:7]=1.[C:18]([C:21]1[CH:22]=[C:23](B(O)O)[CH:24]=[CH:25][CH:26]=1)(=[O:20])[CH3:19].C([O-])([O-])=O.[Cs+].[Cs+]. The catalyst class is: 104. Product: [Br:1][C:2]1[CH:7]=[N:6][C:5]([O:8][C:25]2[CH:26]=[C:21]([C:18](=[O:20])[CH3:19])[CH:22]=[CH:23][CH:24]=2)=[N:4][CH:3]=1. (6) Reactant: [C:1]1([C:7]2[CH:8]=[C:9]([C:16]([O:18][N:19]=[C:20]([C:22]3[CH:39]=[CH:38][C:25]([CH2:26][N:27]4[CH2:30][CH:29]([C:31]([O:33][C:34]([CH3:37])([CH3:36])[CH3:35])=[O:32])[CH2:28]4)=[CH:24][CH:23]=3)[NH2:21])=O)[S:10][C:11]=2[C:12]([F:15])([F:14])[F:13])[CH:6]=[CH:5][CH:4]=[CH:3][CH:2]=1.CCCC[N+](CCCC)(CCCC)CCCC.[F-].O1CCCC1. Product: [C:1]1([C:7]2[CH:8]=[C:9]([C:16]3[O:18][N:19]=[C:20]([C:22]4[CH:39]=[CH:38][C:25]([CH2:26][N:27]5[CH2:28][CH:29]([C:31]([O:33][C:34]([CH3:35])([CH3:37])[CH3:36])=[O:32])[CH2:30]5)=[CH:24][CH:23]=4)[N:21]=3)[S:10][C:11]=2[C:12]([F:13])([F:15])[F:14])[CH:6]=[CH:5][CH:4]=[CH:3][CH:2]=1. The catalyst class is: 10. (7) Reactant: Br[C:2]1[CH:14]=[CH:13][C:12]2[C:11]3[C:6](=[CH:7][C:8](Br)=[CH:9][CH:10]=3)[CH2:5][C:4]=2[CH:3]=1.[C:16]1([NH:22][C:23]2[C:32]3[C:27](=[CH:28][CH:29]=[CH:30][CH:31]=3)[CH:26]=[CH:25][CH:24]=2)[CH:21]=[CH:20][CH:19]=[CH:18][CH:17]=1. Product: [C:23]1([N:22]([C:16]2[CH:21]=[CH:20][CH:19]=[CH:18][CH:17]=2)[C:2]2[CH:14]=[CH:13][C:12]3[C:11]4[C:6](=[CH:7][C:8]([N:22]([C:23]5[C:32]6[C:27](=[CH:28][CH:29]=[CH:30][CH:31]=6)[CH:26]=[CH:25][CH:24]=5)[C:16]5[CH:21]=[CH:20][CH:19]=[CH:18][CH:17]=5)=[CH:9][CH:10]=4)[CH2:5][C:4]=3[CH:3]=2)[C:32]2[C:27](=[CH:28][CH:29]=[CH:30][CH:31]=2)[CH:26]=[CH:25][CH:24]=1. The catalyst class is: 11.